From a dataset of TCR-epitope binding with 47,182 pairs between 192 epitopes and 23,139 TCRs. Binary Classification. Given a T-cell receptor sequence (or CDR3 region) and an epitope sequence, predict whether binding occurs between them. (1) The epitope is VLQAVGACV. The TCR CDR3 sequence is CASSLEGSTDTQYF. Result: 0 (the TCR does not bind to the epitope). (2) The TCR CDR3 sequence is CASSLSAEAFF. Result: 0 (the TCR does not bind to the epitope). The epitope is FTYASALWEI. (3) The epitope is KPLEFGATSAAL. The TCR CDR3 sequence is CASSFDGSDNEQFF. Result: 1 (the TCR binds to the epitope). (4) The epitope is SEISMDNSPNL. The TCR CDR3 sequence is CASMSGRASANGNEQFF. Result: 1 (the TCR binds to the epitope). (5) The epitope is SLVKPSFYV. The TCR CDR3 sequence is CASSLPLARASQYF. Result: 0 (the TCR does not bind to the epitope).